This data is from Catalyst prediction with 721,799 reactions and 888 catalyst types from USPTO. The task is: Predict which catalyst facilitates the given reaction. (1) Reactant: P([O-])([O-])([O-])=O.[Na+].[Cl-:7].C(N(CC(O)=O)CC(O)=O)CN(CC(O)=O)CC(O)=O.Cl.[NH2:29][O:30][CH2:31][C:32]([O:34][N:35]1[C:39](=[O:40])[CH2:38][CH2:37][C:36]1=[O:41])=[O:33].CN(C=O)C. Product: [ClH:7].[NH2:29][O:30][CH2:31][C:32]([O:34][N:35]1[C:39](=[O:40])[CH2:38][CH2:37][C:36]1=[O:41])=[O:33]. The catalyst class is: 3. (2) Reactant: [CH3:1][CH2:2][C@@:3]1([OH:59])[CH2:21][N:19]2[CH2:20][C@H:5]([CH2:6][C@:7]([C:55]([O:57][CH3:58])=[O:56])([C:22]3[CH:23]=[C:24]4[C@:32]56[C@@H:36]7[C@:37]([CH2:52][CH3:53])([C@@H:41]([O:48][C:49]([CH3:51])=[O:50])[C@:42]([OH:47])([C:43]([O:45][CH3:46])=[O:44])[C@@H:31]5[N:30]([CH3:54])[C:25]4=[CH:26][C:27]=3[O:28][CH3:29])[CH:38]=[CH:39][CH2:40][N:35]7[CH2:34][CH2:33]6)[C:8]3[NH:16][C:15]4[CH:14]=[CH:13][CH:12]=[CH:11][C:10]=4[C:9]=3[CH2:17][CH2:18]2)[CH2:4]1.OS(O)(=O)=O.C(=O)([O-])[O-].[Na+].[Na+]. Product: [CH3:1][CH2:2][C@@:3]1([OH:59])[CH2:21][N:19]2[CH2:20][C@H:5]([CH2:6][C@:7]([C:55]([O:57][CH3:58])=[O:56])([C:22]3[CH:23]=[C:24]4[C@:32]56[C@@H:36]7[C@:37]([CH2:52][CH3:53])([C@@H:41]([O:48][C:49]([CH3:51])=[O:50])[C@:42]([OH:47])([C:43]([O:45][CH3:46])=[O:44])[C@@H:31]5[N:30]([CH3:54])[C:25]4=[CH:26][C:27]=3[O:28][CH3:29])[CH:38]=[CH:39][CH2:40][N:35]7[CH2:34][CH2:33]6)[C:8]3[NH:16][C:15]4[CH:14]=[CH:13][CH:12]=[CH:11][C:10]=4[C:9]=3[CH2:17][CH2:18]2)[CH2:4]1. The catalyst class is: 4. (3) Reactant: C[O:2][C:3]([C:5]1[C:10]2=[N:11][S:12][N:13]=[C:9]2[C:8]([C:14]2[CH2:18][C:17]([C:23]3[CH:28]=[C:27]([Cl:29])[CH:26]=[C:25]([Cl:30])[CH:24]=3)([C:19]([F:22])([F:21])[F:20])[O:16][N:15]=2)=[CH:7][CH:6]=1)=[O:4].[OH-].[Na+].Cl. Product: [Cl:29][C:27]1[CH:28]=[C:23]([C:17]2([C:19]([F:22])([F:20])[F:21])[O:16][N:15]=[C:14]([C:8]3[C:9]4[C:10](=[N:11][S:12][N:13]=4)[C:5]([C:3]([OH:4])=[O:2])=[CH:6][CH:7]=3)[CH2:18]2)[CH:24]=[C:25]([Cl:30])[CH:26]=1. The catalyst class is: 54. (4) Reactant: P(Cl)(Cl)([Cl:3])=O.[CH3:6][O:7][C:8]([C:10]1[CH:11]=[C:12]2[C:22](=[CH:23][CH:24]=1)[O:21][C:15]1[CH:16]=[N+:17]([O-])[CH:18]=[CH:19][C:14]=1[C:13]2=[O:25])=[O:9]. Product: [Cl:3][C:16]1[C:15]2[O:21][C:22]3[C:12]([C:13](=[O:25])[C:14]=2[CH:19]=[CH:18][N:17]=1)=[CH:11][C:10]([C:8]([O:7][CH3:6])=[O:9])=[CH:24][CH:23]=3. The catalyst class is: 22. (5) Reactant: [Br:1][C:2]1[C:11]2[C:6](=[CH:7][C:8]([Br:12])=[CH:9][CH:10]=2)[CH:5]=[CH:4][C:3]=1[O:13][CH2:14][CH2:15]Br.C[O:18][C:19](=[O:32])[CH:20]([N:22]1[C:30]2[C:25](=[CH:26][C:27]([OH:31])=[CH:28][CH:29]=2)[CH:24]=[CH:23]1)[CH3:21].C(=O)([O-])[O-].[Cs+].[Cs+].C([O-])(O)=O.[Na+]. Product: [Br:1][C:2]1[C:11]2[C:6](=[CH:7][C:8]([Br:12])=[CH:9][CH:10]=2)[CH:5]=[CH:4][C:3]=1[O:13][CH2:14][CH2:15][O:31][C:27]1[CH:26]=[C:25]2[C:30](=[CH:29][CH:28]=1)[N:22]([C@@H:20]([CH3:21])[C:19]([OH:32])=[O:18])[CH:23]=[CH:24]2. The catalyst class is: 3. (6) Reactant: [OH:1][CH2:2][C:3]1[CH:12]=[C:11]2[C:6]([CH:7]=[CH:8][C:9]([CH:13]=[O:14])=[CH:10]2)=[CH:5][CH:4]=1.[CH3:15][S:16](Cl)(=[O:18])=[O:17].CCN(CC)CC.[NH4+].[Cl-]. Product: [CH:13]([C:9]1[CH:10]=[C:11]2[C:6]([CH:5]=[CH:4][C:3]([CH2:2][O:1][S:16]([CH3:15])(=[O:18])=[O:17])=[CH:12]2)=[CH:7][CH:8]=1)=[O:14]. The catalyst class is: 2. (7) Reactant: [CH3:1][C:2]1[CH:3]=[C:4]([CH:11]=[CH:12][C:13]=1[O:14][CH2:15][CH2:16][CH3:17])[C:5]([O:7]CCC)=[O:6].O.[OH-].[Na+].Cl. Product: [CH3:1][C:2]1[CH:3]=[C:4]([CH:11]=[CH:12][C:13]=1[O:14][CH2:15][CH2:16][CH3:17])[C:5]([OH:7])=[O:6]. The catalyst class is: 5. (8) Reactant: [CH3:1][NH:2][C@@H:3]([CH3:6])[CH2:4][OH:5].[Cl:7][C:8]1[N:13]=[C:12]([Cl:14])[CH:11]=[C:10](Cl)[N:9]=1.C(N(CC)CC)C. Product: [Cl:7][C:8]1[N:9]=[C:10]([N:2]([CH3:1])[C@@H:3]([CH3:6])[CH2:4][OH:5])[CH:11]=[C:12]([Cl:14])[N:13]=1. The catalyst class is: 10.